From a dataset of Full USPTO retrosynthesis dataset with 1.9M reactions from patents (1976-2016). Predict the reactants needed to synthesize the given product. (1) Given the product [F:26][CH:27]([F:36])[CH2:28][N:29]1[CH2:34][CH2:33][CH:32]([NH:21][C:17]2[C:18]([NH2:20])=[N:19][C:14]([C:7]3[C:8]4[C:9](=[N:10][CH:11]=[CH:12][CH:13]=4)[N:5]([CH2:4][C:3]4[CH:22]=[CH:23][CH:24]=[CH:25][C:2]=4[F:1])[N:6]=3)=[N:15][CH:16]=2)[CH2:31][CH2:30]1, predict the reactants needed to synthesize it. The reactants are: [F:1][C:2]1[CH:25]=[CH:24][CH:23]=[CH:22][C:3]=1[CH2:4][N:5]1[C:9]2=[N:10][CH:11]=[CH:12][CH:13]=[C:8]2[C:7]([C:14]2[N:19]=[C:18]([NH2:20])[C:17]([NH2:21])=[CH:16][N:15]=2)=[N:6]1.[F:26][CH:27]([F:36])[CH2:28][N:29]1[CH2:34][CH2:33][C:32](=O)[CH2:31][CH2:30]1. (2) Given the product [Cl:10][C:4]1[CH:5]=[C:6]([O:8][CH3:9])[CH:7]=[C:2]([N:15]2[CH:16]=[CH:17][C:13]([C:12]([F:19])([F:18])[F:11])=[N:14]2)[N:3]=1, predict the reactants needed to synthesize it. The reactants are: Cl[C:2]1[CH:7]=[C:6]([O:8][CH3:9])[CH:5]=[C:4]([Cl:10])[N:3]=1.[F:11][C:12]([F:19])([F:18])[C:13]1[CH:17]=[CH:16][NH:15][N:14]=1.C(=O)([O-])[O-].[Cs+].[Cs+].O. (3) The reactants are: C(N(CC)CC)C.FC(F)(F)S(OS(C(F)(F)F)(=O)=O)(=O)=O.[F:23][CH:24]([F:27])[CH2:25]O.[N:28]1([C:34]([O:36][C:37]([CH3:40])([CH3:39])[CH3:38])=[O:35])[CH2:33][CH2:32][NH:31][CH2:30][CH2:29]1. Given the product [F:23][CH:24]([F:27])[CH2:25][N:31]1[CH2:30][CH2:29][N:28]([C:34]([O:36][C:37]([CH3:40])([CH3:39])[CH3:38])=[O:35])[CH2:33][CH2:32]1, predict the reactants needed to synthesize it. (4) Given the product [Cl:24][CH2:10][C:9]1[C:4]([CH:1]2[CH2:3][CH2:2]2)=[N:5][C:6]([C:12]2[CH:17]=[CH:16][C:15]([C:18]([F:21])([F:20])[F:19])=[CH:14][CH:13]=2)=[CH:7][CH:8]=1, predict the reactants needed to synthesize it. The reactants are: [CH:1]1([C:4]2[C:9]([CH2:10]O)=[CH:8][CH:7]=[C:6]([C:12]3[CH:17]=[CH:16][C:15]([C:18]([F:21])([F:20])[F:19])=[CH:14][CH:13]=3)[N:5]=2)[CH2:3][CH2:2]1.O=S(Cl)[Cl:24]. (5) The reactants are: Br[C:2]1[CH:3]=[C:4]([CH:7]=[O:8])[O:5][CH:6]=1.[C:9]1(/[CH:15]=[CH:16]/B(O)O)[CH:14]=[CH:13][CH:12]=[CH:11][CH:10]=1.ClC1C=CC(CC2C=C(C=O)SC=2)=CC=1. Given the product [CH:16](/[C:2]1[CH:3]=[C:4]([CH:7]=[O:8])[O:5][CH:6]=1)=[CH:15]\[C:9]1[CH:14]=[CH:13][CH:12]=[CH:11][CH:10]=1, predict the reactants needed to synthesize it. (6) The reactants are: [CH2:1]([OH:7])[CH2:2][O:3][CH2:4][CH2:5][OH:6].[C:8]1([CH3:18])[CH:13]=[CH:12][C:11]([S:14](Cl)(=[O:16])=[O:15])=[CH:10][CH:9]=1.Cl. Given the product [S:14]([O:7][CH2:1][CH2:2][O:3][CH2:4][CH2:5][O:6][S:14]([C:11]1[CH:12]=[CH:13][C:8]([CH3:18])=[CH:9][CH:10]=1)(=[O:16])=[O:15])([C:11]1[CH:12]=[CH:13][C:8]([CH3:18])=[CH:9][CH:10]=1)(=[O:16])=[O:15], predict the reactants needed to synthesize it. (7) Given the product [CH3:3][N:2]([CH2:4][C:5]1[S:6][CH:7]=[C:8]([C:10]([OH:12])=[O:11])[N:9]=1)[CH3:1], predict the reactants needed to synthesize it. The reactants are: [CH3:1][N:2]([CH2:4][C:5]1[S:6][CH:7]=[C:8]([C:10]([O:12]CC)=[O:11])[N:9]=1)[CH3:3].[OH-].[Li+]. (8) Given the product [CH2:9]1[C:10]2[C:6](=[CH:5][C:4]([NH:1][C:2](=[O:3])[NH:34][C:31]3[CH:32]=[CH:33][C:28]([C:25]4[S:24][C:23]([C:21]([NH:20][C@@H:15]([CH:14]([CH3:37])[CH3:13])[C:16]([O:18][CH3:19])=[O:17])=[O:22])=[N:27][CH:26]=4)=[CH:29][CH:30]=3)=[CH:12][CH:11]=2)[CH2:7][CH2:8]1, predict the reactants needed to synthesize it. The reactants are: [N:1]([C:4]1[CH:5]=[C:6]2[C:10](=[CH:11][CH:12]=1)[CH2:9][CH2:8][CH2:7]2)=[C:2]=[O:3].[CH3:13][CH:14]([CH3:37])[CH:15]([NH:20][C:21]([C:23]1[S:24][C:25]([C:28]2[CH:33]=[CH:32][C:31]([N+:34]([O-])=O)=[CH:30][CH:29]=2)=[CH:26][N:27]=1)=[O:22])[C:16]([O:18][CH3:19])=[O:17]. (9) The reactants are: [C:1]1(=[O:7])[CH2:5][CH2:4][C:3](=O)[CH2:2]1.[NH:8]1[C:16]2[C:11](=[CH:12][C:13]([CH:17]=O)=[CH:14][CH:15]=2)[CH:10]=[N:9]1.N1CCCCC1.[NH2:25][C:26]([CH3:30])=[CH:27][C:28]#[N:29]. Given the product [NH:8]1[C:16]2[C:11](=[CH:12][C:13]([CH:17]3[C:27]([C:28]#[N:29])=[C:26]([CH3:30])[NH:25][C:3]4[CH2:4][CH2:5][C:1](=[O:7])[C:2]3=4)=[CH:14][CH:15]=2)[CH:10]=[N:9]1, predict the reactants needed to synthesize it. (10) Given the product [C:1]([NH:21][CH2:22][CH2:23][NH:24][CH2:25][CH2:26][NH:27][CH2:28][CH2:29][NH:30][C:15](=[O:18])[CH2:11][CH2:10][CH2:9][CH2:8][CH2:7][CH2:6][CH2:5][CH2:4][CH2:3][CH2:2][CH3:1])(=[O:13])[CH2:2][CH2:3][CH2:4][CH2:5][CH2:6][CH2:7][CH2:8][CH2:9][CH2:10][CH2:11][CH3:12], predict the reactants needed to synthesize it. The reactants are: [C:1](Cl)(=[O:13])[CH2:2][CH2:3][CH2:4][CH2:5][CH2:6][CH2:7][CH2:8][CH2:9][CH2:10][CH2:11][CH3:12].[C:15]([O-:18])([O-])=O.[Na+].[Na+].[NH2:21][CH2:22][CH2:23][NH:24][CH2:25][CH2:26][NH:27][CH2:28][CH2:29][NH2:30].